Dataset: Forward reaction prediction with 1.9M reactions from USPTO patents (1976-2016). Task: Predict the product of the given reaction. Given the reactants [Cl:1][C:2]1[CH:7]=[CH:6][C:5]([Cl:8])=[CH:4][C:3]=1[NH:9][C:10]1[N:15]2[N:16]=[CH:17][C:18]([S:19]([NH2:22])(=[O:21])=[O:20])=[C:14]2[N:13]=[CH:12][C:11]=1[C:23]([N:25]1[CH2:30][CH2:29][CH:28]([C:31]2[CH:36]=[CH:35][C:34]([F:37])=[CH:33][CH:32]=2)[CH2:27][CH2:26]1)=[O:24].[CH:38](O)=[O:39], predict the reaction product. The product is: [Cl:1][C:2]1[CH:7]=[CH:6][C:5]([Cl:8])=[CH:4][C:3]=1[NH:9][C:10]1[N:15]2[N:16]=[CH:17][C:18]([S:19]([NH:22][CH:38]=[O:39])(=[O:21])=[O:20])=[C:14]2[N:13]=[CH:12][C:11]=1[C:23]([N:25]1[CH2:30][CH2:29][CH:28]([C:31]2[CH:32]=[CH:33][C:34]([F:37])=[CH:35][CH:36]=2)[CH2:27][CH2:26]1)=[O:24].